This data is from Catalyst prediction with 721,799 reactions and 888 catalyst types from USPTO. The task is: Predict which catalyst facilitates the given reaction. Reactant: [C:1](=S)([NH2:8])[C:2]1[CH:7]=[CH:6][CH:5]=[CH:4][CH:3]=1.C(Br)C1C=CC=CC=1.Br.C(SCC1C=CC=CC=1)(=N)C1C=CC=CC=1.N1C=CC=CC=1.[NH2:41][CH:42]([C:48]#[N:49])[C:43]([O:45][CH2:46][CH3:47])=[O:44]. Product: [NH2:49][C:48]1[NH:8][C:1]([C:2]2[CH:7]=[CH:6][CH:5]=[CH:4][CH:3]=2)=[N:41][C:42]=1[C:43]([O:45][CH2:46][CH3:47])=[O:44]. The catalyst class is: 396.